Dataset: Catalyst prediction with 721,799 reactions and 888 catalyst types from USPTO. Task: Predict which catalyst facilitates the given reaction. Reactant: Cl[S:2]([C:5]1[CH:6]=[C:7]([CH:17]=[CH:18][CH:19]=1)[C:8]([O:10][CH2:11][CH2:12][Si:13]([CH3:16])([CH3:15])[CH3:14])=[O:9])(=[O:4])=[O:3].[NH2:20][C:21]1[CH:30]=[CH:29][C:24]([C:25]([O:27][CH3:28])=[O:26])=[CH:23][CH:22]=1.C(O)(=O)CC(CC(O)=O)(C(O)=O)O. Product: [CH3:28][O:27][C:25]([C:24]1[CH:29]=[CH:30][C:21]([NH:20][S:2]([C:5]2[CH:6]=[C:7]([CH:17]=[CH:18][CH:19]=2)[C:8]([O:10][CH2:11][CH2:12][Si:13]([CH3:16])([CH3:15])[CH3:14])=[O:9])(=[O:4])=[O:3])=[CH:22][CH:23]=1)=[O:26]. The catalyst class is: 17.